From a dataset of Forward reaction prediction with 1.9M reactions from USPTO patents (1976-2016). Predict the product of the given reaction. (1) Given the reactants C([O:8][C:9]1[CH:14]=[CH:13][C:12]([NH:15][C:16]2[C:17](=[O:33])[N:18]([C:29]([CH3:32])([CH3:31])[CH3:30])[S:19](=[O:28])(=[O:27])[C:20]=2[C:21]2[CH:26]=[CH:25][CH:24]=[CH:23][CH:22]=2)=[CH:11][CH:10]=1)C1C=CC=CC=1.B(F)(F)F.CCOCC.CSC, predict the reaction product. The product is: [C:29]([N:18]1[C:17](=[O:33])[C:16]([NH:15][C:12]2[CH:13]=[CH:14][C:9]([OH:8])=[CH:10][CH:11]=2)=[C:20]([C:21]2[CH:26]=[CH:25][CH:24]=[CH:23][CH:22]=2)[S:19]1(=[O:27])=[O:28])([CH3:32])([CH3:30])[CH3:31]. (2) Given the reactants Cl[C:2]1[C:11]2[C:6](=[CH:7][C:8]([O:14][CH2:15][CH2:16][CH2:17][N:18]3[CH2:23][CH2:22][O:21][CH2:20][CH2:19]3)=[C:9]([O:12][CH3:13])[CH:10]=2)[N:5]=[CH:4][N:3]=1.C(=O)([O-])[O-].[K+].[K+].[OH:30][C:31]1[CH:40]=[C:39]2[C:34]([CH:35]=[CH:36][CH:37]=[N:38]2)=[CH:33][CH:32]=1.[OH-].[Na+], predict the reaction product. The product is: [CH3:13][O:12][C:9]1[CH:10]=[C:11]2[C:6](=[CH:7][C:8]=1[O:14][CH2:15][CH2:16][CH2:17][N:18]1[CH2:23][CH2:22][O:21][CH2:20][CH2:19]1)[N:5]=[CH:4][N:3]=[C:2]2[O:30][C:31]1[CH:40]=[C:39]2[C:34]([CH:35]=[CH:36][CH:37]=[N:38]2)=[CH:33][CH:32]=1. (3) Given the reactants C(OC(=O)[NH:7][C:8]1[CH:13]=[C:12]([C:14]#[N:15])[CH:11]=[C:10]([N:16]2[CH2:21][CH2:20][O:19][CH:18]([C:22]([N:24]3[CH2:29][CH2:28][O:27][CH2:26][CH2:25]3)=[O:23])[CH2:17]2)[C:9]=1[Cl:30])(C)(C)C.C(O)(C(F)(F)F)=O, predict the reaction product. The product is: [NH2:7][C:8]1[CH:13]=[C:12]([CH:11]=[C:10]([N:16]2[CH2:21][CH2:20][O:19][CH:18]([C:22]([N:24]3[CH2:29][CH2:28][O:27][CH2:26][CH2:25]3)=[O:23])[CH2:17]2)[C:9]=1[Cl:30])[C:14]#[N:15]. (4) Given the reactants Br[C:2]1[CH:3]=[C:4]([C:8]2[O:12][N:11]=[C:10]([C:13]3[CH:14]=[N:15][CH:16]=[CH:17][CH:18]=3)[N:9]=2)[CH:5]=[CH:6][CH:7]=1.[N:19]1([C:25]([O:27][C:28]([CH3:31])([CH3:30])[CH3:29])=[O:26])[CH2:24][CH2:23][NH:22][CH2:21][CH2:20]1.CC(C)([O-])C.[Na+].C1(P(C2C=CC=CC=2)C2C3OC4C(=CC=CC=4P(C4C=CC=CC=4)C4C=CC=CC=4)C(C)(C)C=3C=CC=2)C=CC=CC=1, predict the reaction product. The product is: [N:15]1[CH:16]=[CH:17][CH:18]=[C:13]([C:10]2[N:9]=[C:8]([C:4]3[CH:3]=[C:2]([N:22]4[CH2:21][CH2:20][N:19]([C:25]([O:27][C:28]([CH3:31])([CH3:30])[CH3:29])=[O:26])[CH2:24][CH2:23]4)[CH:7]=[CH:6][CH:5]=3)[O:12][N:11]=2)[CH:14]=1. (5) The product is: [NH:6]1[C:14]2[C:9](=[CH:10][CH:11]=[C:12]3[CH:18]=[CH:17][CH:16]=[CH:15][C:13]3=2)[C:8]([CH:24]=[O:25])=[CH:7]1. Given the reactants O=P(Cl)(Cl)Cl.[NH:6]1[C:14]2[C:9](=[CH:10][CH:11]=[C:12]3[CH:18]=[CH:17][CH:16]=[CH:15][C:13]3=2)[CH:8]=[CH:7]1.[OH-].[Na+].CN([CH:24]=[O:25])C, predict the reaction product.